Dataset: Catalyst prediction with 721,799 reactions and 888 catalyst types from USPTO. Task: Predict which catalyst facilitates the given reaction. (1) Reactant: CO[C:3]([NH:5][C@H:6]([C:11](O)=O)[C:7](C)(C)C)=O.[CH:14]1(N=C=NC2CCCCC2)[CH2:19]CCC[CH2:15]1.ON1C2C=CC=C[C:33]=2N=N1. Product: [CH:14]([N:5]([CH2:3][CH3:33])[CH:6]([CH3:7])[CH3:11])([CH3:19])[CH3:15]. The catalyst class is: 4. (2) Reactant: [OH:1][C@:2]12[CH2:18][CH2:17][C@H:16]([C:19]3[CH:20]=[CH:21][C:22](=[O:25])[O:23][CH:24]=3)[C@@:15]1([CH3:26])[CH2:14][CH2:13][C@H:12]1[C@H:3]2[CH2:4][CH2:5][C@H:6]2[C@:11]1([CH3:27])[CH2:10][CH2:9][CH:8]([NH:28]C)[CH2:7]2.CCN(C(C)C)C(C)C.[N:39]1([C:45](Cl)=[O:46])[CH2:44][CH2:43][O:42][CH2:41][CH2:40]1. Product: [OH:1][C@:2]12[CH2:18][CH2:17][C@H:16]([C:19]3[CH:20]=[CH:21][C:22](=[O:25])[O:23][CH:24]=3)[C@@:15]1([CH3:26])[CH2:14][CH2:13][C@H:12]1[C@H:3]2[CH2:4][CH2:5][C@H:6]2[C@:11]1([CH3:27])[CH2:10][CH2:9][C@@H:8]([NH:28][C:45]([N:39]1[CH2:44][CH2:43][O:42][CH2:41][CH2:40]1)=[O:46])[CH2:7]2. The catalyst class is: 2. (3) Reactant: C(=O)([O-])[O-].[K+].[K+].[CH3:7][CH:8]([SH:10])[CH3:9].Cl[C:12]1[N:16]([CH3:17])[N:15]=[C:14]([C:18]([F:21])([F:20])[F:19])[C:13]=1[CH:22]=[O:23]. Product: [CH:8]([S:10][C:12]1[N:16]([CH3:17])[N:15]=[C:14]([C:18]([F:20])([F:19])[F:21])[C:13]=1[CH:22]=[O:23])([CH3:9])[CH3:7]. The catalyst class is: 3. (4) Product: [CH2:4]([CH:3]([C:6]1[N:10]2[C:11]3[C:16]([NH:17][C:18](=[O:19])[C:9]2=[CH:8][N:7]=1)=[CH:15][C:14]([C:20]([NH2:25])=[O:22])=[CH:13][CH:12]=3)[CH2:1][CH3:2])[CH3:5]. The catalyst class is: 9. Reactant: [CH2:1]([CH:3]([C:6]1[N:10]2[C:11]3[C:16]([NH:17][C:18](=[O:19])[C:9]2=[CH:8][N:7]=1)=[CH:15][C:14]([C:20]([OH:22])=O)=[CH:13][CH:12]=3)[CH2:4][CH3:5])[CH3:2].C(N1C=CN=C1)([N:25]1C=CN=C1)=O.N.O. (5) Reactant: Cl.CO[C:4](=[NH:14])[C:5]1[CH:10]=[CH:9][C:8]([N+:11]([O-:13])=[O:12])=[CH:7][CH:6]=1.[CH:15]([NH:17][NH2:18])=O. Product: [N+:11]([C:8]1[CH:7]=[CH:6][C:5]([C:4]2[NH:18][N:17]=[CH:15][N:14]=2)=[CH:10][CH:9]=1)([O-:13])=[O:12]. The catalyst class is: 17. (6) Reactant: [OH:1][C:2]1[CH:11]=[C:10]2[C:5]([C:6]([NH:12][CH:13]([CH3:15])[CH3:14])=[N:7][CH:8]=[N:9]2)=[CH:4][C:3]=1[CH:16]=O.C(O)(=O)C.C([O-])(=O)C.[Na+].Cl.[NH2:28]O. Product: [OH:1][C:2]1[CH:11]=[C:10]2[C:5]([C:6]([NH:12][CH:13]([CH3:15])[CH3:14])=[N:7][CH:8]=[N:9]2)=[CH:4][C:3]=1[C:16]#[N:28]. The catalyst class is: 6.